This data is from Reaction yield outcomes from USPTO patents with 853,638 reactions. The task is: Predict the reaction yield, written as a fraction of the theoretical maximum amount of product (1.0 means a 100% yield; for example, 0.34 means a 34% yield). (1) The reactants are [Cl:1][C:2]1[C:7]([Cl:8])=[CH:6][C:5]([CH:9](Cl)[CH3:10])=[C:4]([O:12][CH3:13])[C:3]=1[CH:14]1[CH2:17][N:16]([C:18]([O:20][C:21]([CH3:24])([CH3:23])[CH3:22])=[O:19])[CH2:15]1.[CH3:25][C:26]1[C:34]2[C:29](=N[CH:31]=[N:32][C:33]=2[NH2:35])[NH:28][N:27]=1.[C:36](=O)([O-])[O-].[Cs+].[Cs+].[I-].[K+]. The product is [NH2:35][C:33]1[C:34]2[C:29]([CH3:36])=[N:28][N:27]([CH:9]([C:5]3[C:4]([O:12][CH3:13])=[C:3]([CH:14]4[CH2:15][N:16]([C:18]([O:20][C:21]([CH3:22])([CH3:23])[CH3:24])=[O:19])[CH2:17]4)[C:2]([Cl:1])=[C:7]([Cl:8])[CH:6]=3)[CH3:10])[C:26]=2[CH:25]=[CH:31][N:32]=1. The yield is 0.750. The catalyst is CN(C)C=O.C(OCC)(=O)C.O. (2) The reactants are [NH2:1][C@@H:2]([CH3:33])[C@@H:3]([C:27]1[CH:32]=[CH:31][CH:30]=[CH:29][CH:28]=1)[O:4][C:5]1[CH:6]=[C:7]2[C:11](=[CH:12][CH:13]=1)[N:10]([C:14]1[CH:15]=[C:16]([CH:24]=[CH:25][CH:26]=1)[C:17]([O:19][CH2:20][CH:21]([CH3:23])[CH3:22])=[O:18])[N:9]=[CH:8]2.[C:34](O[C:34]([O:36][C:37]([CH3:40])([CH3:39])[CH3:38])=[O:35])([O:36][C:37]([CH3:40])([CH3:39])[CH3:38])=[O:35].C(N(CC)CC)C. The catalyst is C1COCC1. The product is [C:37]([O:36][C:34]([NH:1][C@@H:2]([CH3:33])[C@H:3]([O:4][C:5]1[CH:6]=[C:7]2[C:11](=[CH:12][CH:13]=1)[N:10]([C:14]1[CH:15]=[C:16]([CH:24]=[CH:25][CH:26]=1)[C:17]([O:19][CH2:20][CH:21]([CH3:23])[CH3:22])=[O:18])[N:9]=[CH:8]2)[C:27]1[CH:28]=[CH:29][CH:30]=[CH:31][CH:32]=1)=[O:35])([CH3:40])([CH3:39])[CH3:38]. The yield is 0.910. (3) The reactants are [H-].[Na+].[Cl:3][C:4]1[CH:28]=[CH:27][C:7]([CH2:8][C:9]2([OH:26])[CH2:14][CH2:13][N:12]([S:15]([C:18]3[C:19]([CH3:25])=[N:20][N:21]([CH3:24])[C:22]=3[CH3:23])(=[O:17])=[O:16])[CH2:11][CH2:10]2)=[CH:6][CH:5]=1.[CH3:29]N(C)P(N(C)C)(N(C)C)=O.CI.S(=O)(=O)(O)[O-].[Na+]. The catalyst is C1COCC1. The product is [Cl:3][C:4]1[CH:28]=[CH:27][C:7]([CH2:8][C:9]2([O:26][CH3:29])[CH2:14][CH2:13][N:12]([S:15]([C:18]3[C:19]([CH3:25])=[N:20][N:21]([CH3:24])[C:22]=3[CH3:23])(=[O:17])=[O:16])[CH2:11][CH2:10]2)=[CH:6][CH:5]=1. The yield is 0.857. (4) The reactants are [O:1]([C:8]1[CH:15]=[CH:14][C:11]([CH2:12][NH2:13])=[CH:10][CH:9]=1)[C:2]1[CH:7]=[CH:6][CH:5]=[CH:4][CH:3]=1.F[C:17]1[CH:25]=[N:24][CH:23]=[CH:22][C:18]=1[C:19]([OH:21])=[O:20]. No catalyst specified. The product is [O:1]([C:8]1[CH:9]=[CH:10][C:11]([CH2:12][NH:13][C:22]2[CH:23]=[N:24][CH:25]=[CH:17][C:18]=2[C:19]([OH:21])=[O:20])=[CH:14][CH:15]=1)[C:2]1[CH:3]=[CH:4][CH:5]=[CH:6][CH:7]=1. The yield is 0.360. (5) The reactants are [CH:1]([O-:3])=O.[Na+].Br[C:6]1[CH:7]=[C:8]2[C:13](=[CH:14][C:15]=1[F:16])[N:12]=[CH:11][CH:10]=[CH:9]2. The catalyst is C(#N)C.CS(C)=O.C1C=CC([P]([Pd]([P](C2C=CC=CC=2)(C2C=CC=CC=2)C2C=CC=CC=2)([P](C2C=CC=CC=2)(C2C=CC=CC=2)C2C=CC=CC=2)[P](C2C=CC=CC=2)(C2C=CC=CC=2)C2C=CC=CC=2)(C2C=CC=CC=2)C2C=CC=CC=2)=CC=1. The product is [F:16][C:15]1[CH:14]=[C:13]2[C:8]([CH:9]=[CH:10][CH:11]=[N:12]2)=[CH:7][C:6]=1[CH:1]=[O:3]. The yield is 0.104. (6) The yield is 0.950. The product is [CH3:3][N:4]1[C:8]2=[C:9]3[CH:15]=[CH:14][N:13]([S:16]([C:19]4[CH:25]=[CH:24][C:22]([CH3:23])=[CH:21][CH:20]=4)(=[O:18])=[O:17])[C:10]3=[N:11][CH:12]=[C:7]2[CH:6]=[N:5]1. The catalyst is CN(C=O)C. The reactants are [H-].[Na+].[CH3:3][N:4]1[C:8]2=[C:9]3[CH:15]=[CH:14][NH:13][C:10]3=[N:11][CH:12]=[C:7]2[CH:6]=[N:5]1.[S:16](Cl)([C:19]1[CH:25]=[CH:24][C:22]([CH3:23])=[CH:21][CH:20]=1)(=[O:18])=[O:17].O. (7) The reactants are CS(O[CH2:6][C:7]1[CH:12]=[CH:11][CH:10]=[C:9]([NH:13][C:14]([O:16][C:17]([CH3:20])([CH3:19])[CH3:18])=[O:15])[N:8]=1)(=O)=O.[NH:21]1[CH2:25][CH2:24][CH2:23][CH2:22]1.C([O-])([O-])=O.[K+].[K+].C([O-])(O)=O.[Na+]. The catalyst is C(#N)C. The product is [N:21]1([CH2:6][C:7]2[N:8]=[C:9]([NH:13][C:14](=[O:15])[O:16][C:17]([CH3:20])([CH3:19])[CH3:18])[CH:10]=[CH:11][CH:12]=2)[CH2:25][CH2:24][CH2:23][CH2:22]1. The yield is 0.620. (8) The reactants are [CH:1]1([Mg]Br)[CH2:3][CH2:2]1.Br[C:7]1[CH:8]=[C:9]([CH:12]=[CH:13][C:14]=1[F:15])[CH:10]=[O:11]. The catalyst is C1COCC1.[Cl-].[Zn+2].[Cl-].CC(C)([P](C(C)(C)C)([Pd][P](C(C)(C)C)(C(C)(C)C)C(C)(C)C)C(C)(C)C)C. The product is [CH:1]1([C:7]2[CH:8]=[C:9]([CH:12]=[CH:13][C:14]=2[F:15])[CH:10]=[O:11])[CH2:3][CH2:2]1. The yield is 0.495.